This data is from Catalyst prediction with 721,799 reactions and 888 catalyst types from USPTO. The task is: Predict which catalyst facilitates the given reaction. (1) Reactant: [Br:1][C:2]1[CH:7]=[CH:6][C:5]([NH:8][C:9]2[C:10]([C:18]([NH:20][O:21][CH2:22][CH2:23][O:24]C=C)=[O:19])=[N:11][N:12]([CH3:17])[C:13](=[O:16])[C:14]=2[CH3:15])=[C:4]([F:27])[CH:3]=1.Cl. Product: [Br:1][C:2]1[CH:7]=[CH:6][C:5]([NH:8][C:9]2[C:10]([C:18]([NH:20][O:21][CH2:22][CH2:23][OH:24])=[O:19])=[N:11][N:12]([CH3:17])[C:13](=[O:16])[C:14]=2[CH3:15])=[C:4]([F:27])[CH:3]=1. The catalyst class is: 301. (2) Reactant: Br[C:2]1[CH:3]=[C:4]2[C:8](=[C:9]([C:11]([NH2:13])=[O:12])[CH:10]=1)[NH:7][CH:6]=[C:5]2[CH:14]1[CH2:19][CH2:18][S:17](=[O:21])(=[O:20])[CH2:16][CH2:15]1.[C:22]1(B(O)O)[CH:27]=[CH:26][CH:25]=[CH:24][CH:23]=1.C([O-])([O-])=O.[K+].[K+]. Product: [O:20]=[S:17]1(=[O:21])[CH2:18][CH2:19][CH:14]([C:5]2[C:4]3[C:8](=[C:9]([C:11]([NH2:13])=[O:12])[CH:10]=[C:2]([C:22]4[CH:27]=[CH:26][CH:25]=[CH:24][CH:23]=4)[CH:3]=3)[NH:7][CH:6]=2)[CH2:15][CH2:16]1. The catalyst class is: 70. (3) Reactant: [C:1]([O:5][C:6]([N:8]1[CH2:15][CH:14]2[CH:10]([CH2:11][NH:12][CH2:13]2)[CH2:9]1)=[O:7])([CH3:4])([CH3:3])[CH3:2].[N:16]1[N:17]=[C:18]([C:21]2[CH:29]=[CH:28][CH:27]=[CH:26][C:22]=2[C:23](O)=[O:24])[NH:19][CH:20]=1.CCN=C=NCCCN(C)C.Cl.C1C=CC2N(O)N=NC=2C=1. Product: [NH3:8].[N:16]1[N:17]=[C:18]([C:21]2[CH:29]=[CH:28][CH:27]=[CH:26][C:22]=2[C:23]([N:12]2[CH2:13][CH:14]3[CH2:15][N:8]([C:6]([O:5][C:1]([CH3:4])([CH3:2])[CH3:3])=[O:7])[CH2:9][CH:10]3[CH2:11]2)=[O:24])[NH:19][CH:20]=1. The catalyst class is: 2. (4) Reactant: [NH2:1][C:2]1[N:3]=[C:4](Br)[C:5]2[C:10]([CH:11]=1)=[CH:9][CH:8]=[CH:7][CH:6]=2.[CH2:13]([N:15]1[CH2:20][CH2:19][NH:18][CH2:17][CH2:16]1)[CH3:14].C(=O)([O-])[O-].[K+].[K+]. Product: [NH2:1][C:2]1[N:3]=[C:4]([N:18]2[CH2:19][CH2:20][N:15]([CH2:13][CH3:14])[CH2:16][CH2:17]2)[C:5]2[C:10]([CH:11]=1)=[CH:9][CH:8]=[CH:7][CH:6]=2. The catalyst class is: 9.